The task is: Predict the reaction yield, written as a fraction of the theoretical maximum amount of product (1.0 means a 100% yield; for example, 0.34 means a 34% yield).. This data is from Reaction yield outcomes from USPTO patents with 853,638 reactions. (1) The reactants are [CH2:1]([O:8][N:9]1[C:15](=[O:16])[N:14]2[CH2:17][C@H:10]1[CH2:11][CH2:12][C@H:13]2[C:18]([OH:20])=O)[C:2]1[CH:7]=[CH:6][CH:5]=[CH:4][CH:3]=1.[NH2:21][O:22][CH2:23][CH:24]1[O:29][CH2:28][CH2:27][N:26]([C:30]([O:32][C:33]([CH3:36])([CH3:35])[CH3:34])=[O:31])[CH2:25]1.ON1C2C=CC=CC=2N=N1.Cl.C(N=C=NCCCN(C)C)C. The catalyst is C(Cl)Cl. The product is [CH2:1]([O:8][N:9]1[C:15](=[O:16])[N:14]2[CH2:17][C@H:10]1[CH2:11][CH2:12][C@H:13]2[C:18]([NH:21][O:22][CH2:23][CH:24]1[O:29][CH2:28][CH2:27][N:26]([C:30]([O:32][C:33]([CH3:36])([CH3:35])[CH3:34])=[O:31])[CH2:25]1)=[O:20])[C:2]1[CH:3]=[CH:4][CH:5]=[CH:6][CH:7]=1. The yield is 0.790. (2) The reactants are [F:1][C:2]1[CH:7]=[C:6]([I:8])[CH:5]=[CH:4][C:3]=1[NH:9][C:10]1[N:15]2[CH:16]=[N:17][CH:18]=[C:14]2[CH:13]=[CH:12][C:11]=1[C:19]([OH:21])=O.Cl.[NH2:23][O:24][CH2:25][C@@H:26]([OH:28])[CH3:27].CCN(C(C)C)C(C)C.C1C=CC2N(O)N=NC=2C=1.CCN=C=NCCCN(C)C. The catalyst is C1COCC1. The product is [OH:28][C@@H:26]([CH3:27])[CH2:25][O:24][NH:23][C:19]([C:11]1[CH:12]=[CH:13][C:14]2[N:15]([CH:16]=[N:17][CH:18]=2)[C:10]=1[NH:9][C:3]1[CH:4]=[CH:5][C:6]([I:8])=[CH:7][C:2]=1[F:1])=[O:21]. The yield is 0.110. (3) The reactants are [NH2:1][C@@H:2]([C:13]([OH:15])=[O:14])[CH2:3][C:4]1[C:12]2[C:7](=[CH:8][CH:9]=[CH:10][CH:11]=2)[NH:6][CH:5]=1.[CH:16]1[C:21]([CH:22]=O)=[CH:20][C:19]2[O:24][CH2:25][O:26][C:18]=2[CH:17]=1.[ClH:27]. The catalyst is C1COCC1. The product is [ClH:27].[CH2:25]1[O:26][C:18]2[CH:17]=[CH:16][C:21]([C@@H:22]3[C:5]4[NH:6][C:7]5[C:12]([C:4]=4[CH2:3][C@H:2]([C:13]([OH:15])=[O:14])[NH:1]3)=[CH:11][CH:10]=[CH:9][CH:8]=5)=[CH:20][C:19]=2[O:24]1. The yield is 0.980.